From a dataset of Forward reaction prediction with 1.9M reactions from USPTO patents (1976-2016). Predict the product of the given reaction. (1) Given the reactants [F:1][C:2]1([F:9])[CH2:7][CH2:6][CH:5]([NH2:8])[CH2:4][CH2:3]1.C[Al](C)C.[Cl:14][C:15]1[CH:20]=[CH:19][C:18]([C:21]2[N:22]=[C:23]([CH2:39][N:40]3[N:44]=[N:43][CH:42]=[N:41]3)[C:24]([C:34](OCC)=[O:35])=[N:25][C:26]=2[C:27]2[CH:32]=[CH:31][C:30]([Cl:33])=[CH:29][CH:28]=2)=[CH:17][CH:16]=1, predict the reaction product. The product is: [Cl:14][C:15]1[CH:16]=[CH:17][C:18]([C:21]2[N:22]=[C:23]([CH2:39][N:40]3[N:44]=[N:43][CH:42]=[N:41]3)[C:24]([C:34]([NH:8][CH:5]3[CH2:6][CH2:7][C:2]([F:9])([F:1])[CH2:3][CH2:4]3)=[O:35])=[N:25][C:26]=2[C:27]2[CH:28]=[CH:29][C:30]([Cl:33])=[CH:31][CH:32]=2)=[CH:19][CH:20]=1. (2) Given the reactants N1C=CC(=O)NC1=O.[I:9][C:10]1[C:11](=[O:21])[NH:12][C:13](=[O:20])[N:14](CC(O)=O)[CH:15]=1.C(C(N)CNCC(OCC)=O)(OC(C)(C)C)=O, predict the reaction product. The product is: [I:9][C:10]1[C:11](=[O:21])[NH:12][C:13](=[O:20])[NH:14][CH:15]=1. (3) The product is: [CH3:22][N:7]1[C:6]2[CH:23]=[C:2]([O:1][C:27]3[C:28]([Br:32])=[CH:29][C:30]([Br:31])=[C:25]([Br:24])[N:26]=3)[CH:3]=[CH:4][C:5]=2[N:9]=[C:8]1[CH2:10][O:11][C:12]1[CH:13]=[C:14]([CH:19]=[CH:20][CH:21]=1)[C:15]([O:17][CH3:18])=[O:16]. Given the reactants [OH:1][C:2]1[CH:3]=[CH:4][C:5]2[N:9]=[C:8]([CH2:10][O:11][C:12]3[CH:13]=[C:14]([CH:19]=[CH:20][CH:21]=3)[C:15]([O:17][CH3:18])=[O:16])[N:7]([CH3:22])[C:6]=2[CH:23]=1.[Br:24][C:25]1[C:30]([Br:31])=[CH:29][C:28]([Br:32])=[C:27](F)[N:26]=1.N1C2C(=CC=C3C=2N=CC=C3)C=CC=1.C(=O)([O-])[O-].[Cs+].[Cs+], predict the reaction product. (4) Given the reactants [NH2:1][C:2]1[CH:9]=[CH:8][C:7](Br)=[CH:6][C:3]=1[C:4]#[N:5].[B:11]1([B:11]2[O:15][C:14]([CH3:17])([CH3:16])[C:13]([CH3:19])([CH3:18])[O:12]2)[O:15][C:14]([CH3:17])([CH3:16])[C:13]([CH3:19])([CH3:18])[O:12]1.C([O-])(=O)C.[K+].ClCCl, predict the reaction product. The product is: [NH2:1][C:2]1[CH:9]=[CH:8][C:7]([B:11]2[O:15][C:14]([CH3:17])([CH3:16])[C:13]([CH3:19])([CH3:18])[O:12]2)=[CH:6][C:3]=1[C:4]#[N:5]. (5) Given the reactants [C:1]([OH:7])([C:3]([F:6])([F:5])[F:4])=[O:2].[Br:8][C:9]1[N:10]=[C:11]([N:36](C(OC(C)(C)C)=O)C(OC(C)(C)C)=O)[NH:12][C:13]=1[C:14]([NH:16][CH2:17][C:18]1[CH:23]=[CH:22][C:21]([Cl:24])=[C:20]([O:25][C:26]2[CH:31]=[C:30]([C:32]#[N:33])[CH:29]=[C:28]([Cl:34])[CH:27]=2)[C:19]=1[F:35])=[O:15], predict the reaction product. The product is: [F:4][C:3]([F:6])([F:5])[C:1]([OH:7])=[O:2].[NH2:36][C:11]1[NH:12][C:13]([C:14]([NH:16][CH2:17][C:18]2[CH:23]=[CH:22][C:21]([Cl:24])=[C:20]([O:25][C:26]3[CH:31]=[C:30]([C:32]#[N:33])[CH:29]=[C:28]([Cl:34])[CH:27]=3)[C:19]=2[F:35])=[O:15])=[C:9]([Br:8])[N:10]=1. (6) Given the reactants Cl.[CH2:2]1[C:7]2[C:8]3[CH:14]=[CH:13][CH:12]=[CH:11][C:9]=3[S:10][C:6]=2[CH2:5][CH2:4][NH:3]1.Cl[CH2:16][CH2:17][CH2:18][CH2:19][NH:20][C:21](=[O:27])[O:22][C:23]([CH3:26])([CH3:25])[CH3:24].C([O-])([O-])=O.[Na+].[Na+], predict the reaction product. The product is: [CH2:2]1[C:7]2[C:8]3[CH:14]=[CH:13][CH:12]=[CH:11][C:9]=3[S:10][C:6]=2[CH2:5][CH2:4][N:3]1[CH2:16][CH2:17][CH2:18][CH2:19][NH:20][C:21](=[O:27])[O:22][C:23]([CH3:26])([CH3:25])[CH3:24]. (7) Given the reactants C(P1(=O)OP(CCC)(=O)OP(CCC)(=O)O1)CC.[O:19]=[C:20]1[NH:25][C:24]2[CH:26]=[C:27]([C:30]([OH:32])=O)[CH:28]=[CH:29][C:23]=2[O:22][CH2:21]1.[O:33]1[C:38]2[CH:39]=[CH:40][CH:41]=[CH:42][C:37]=2[NH:36][CH:35]([CH2:43][C:44]([O:46][CH3:47])=[O:45])[CH2:34]1, predict the reaction product. The product is: [O:19]=[C:20]1[NH:25][C:24]2[CH:26]=[C:27]([C:30]([N:36]3[C:37]4[CH:42]=[CH:41][CH:40]=[CH:39][C:38]=4[O:33][CH2:34][CH:35]3[CH2:43][C:44]([O:46][CH3:47])=[O:45])=[O:32])[CH:28]=[CH:29][C:23]=2[O:22][CH2:21]1. (8) Given the reactants [CH3:1][C:2](=[N:4]O)[CH3:3].[H-].[Na+].[Cl:8][C:9]1[N:14]=[C:13](S(C)(=O)=O)[N:12]=[C:11]([NH:19][C@H:20]([C:22]([F:25])([F:24])[F:23])[CH3:21])[C:10]=1[C:26]1[C:31]([F:32])=[CH:30][C:29]([F:33])=[CH:28][C:27]=1[F:34].O.C[N:37](C)C=O, predict the reaction product. The product is: [Cl:8][C:9]1[N:14]=[C:13]([NH:37][N:4]=[C:2]([CH3:3])[CH3:1])[N:12]=[C:11]([NH:19][C@H:20]([C:22]([F:25])([F:24])[F:23])[CH3:21])[C:10]=1[C:26]1[C:31]([F:32])=[CH:30][C:29]([F:33])=[CH:28][C:27]=1[F:34].